Dataset: Full USPTO retrosynthesis dataset with 1.9M reactions from patents (1976-2016). Task: Predict the reactants needed to synthesize the given product. (1) Given the product [Br:1][C:2]1[CH:3]=[C:4]([F:16])[CH:5]=[C:6]2[C:11]=1[N:10]=[C:9]([C:12]1[N:33]3[CH:34]=[CH:35][C:30]([O:29][CH2:28][CH2:27][O:26][CH3:25])=[CH:31][C:32]3=[N:36][CH:13]=1)[CH:8]=[CH:7]2, predict the reactants needed to synthesize it. The reactants are: [Br:1][C:2]1[CH:3]=[C:4]([F:16])[CH:5]=[C:6]2[C:11]=1[N:10]=[C:9]([CH:12]=[CH:13]OC)[CH:8]=[CH:7]2.BrN1C(=O)CCC1=O.[CH3:25][O:26][CH2:27][CH2:28][O:29][C:30]1[CH:35]=[CH:34][N:33]=[C:32]([NH2:36])[CH:31]=1. (2) Given the product [ClH:35].[C:15]1([CH:21]([CH2:50][CH2:2][CH2:1][CH3:6])[CH2:22][N:23]([CH2:36][CH2:37][CH2:38][O:39][C:40]2[CH2:41][C:42](=[CH:46][C:47]([OH:49])=[O:48])[CH:43]=[CH:44][CH:45]=2)[CH2:24][C:25]2[CH:30]=[CH:29][CH:28]=[C:27]([C:31]([F:33])([F:34])[F:32])[C:26]=2[Cl:35])[CH:16]=[CH:17][CH:18]=[CH:19][CH:20]=1, predict the reactants needed to synthesize it. The reactants are: [C:1]1(C(CCCC)CN)[CH:6]=CC=C[CH:2]=1.Cl.[C:15]1([CH:21]([CH2:50]C(C)C)[CH2:22][N:23]([CH2:36][CH2:37][CH2:38][O:39][C:40]2[CH2:41][C:42](=[CH:46][C:47]([OH:49])=[O:48])[CH:43]=[CH:44][CH:45]=2)[CH2:24][C:25]2[CH:30]=[CH:29][CH:28]=[C:27]([C:31]([F:34])([F:33])[F:32])[C:26]=2[Cl:35])[CH:20]=[CH:19][CH:18]=[CH:17][CH:16]=1. (3) Given the product [F:1][C:2]1[CH:27]=[C:26]([F:28])[CH:25]=[CH:24][C:3]=1[O:4][C:5]1[C:18](=[O:19])[N:17]([CH2:20][C@H:21]([OH:23])[CH3:22])[C:8]2[N:9]=[C:10]([NH:29][C:30]([CH3:34])([CH3:33])[CH2:31][OH:32])[N:11]=[CH:12][C:7]=2[CH:6]=1, predict the reactants needed to synthesize it. The reactants are: [F:1][C:2]1[CH:27]=[C:26]([F:28])[CH:25]=[CH:24][C:3]=1[O:4][C:5]1[C:18](=[O:19])[N:17]([CH2:20][C@H:21]([OH:23])[CH3:22])[C:8]2[N:9]=[C:10](S(C)(=O)=O)[N:11]=[CH:12][C:7]=2[CH:6]=1.[NH2:29][C:30]([CH3:34])([CH3:33])[CH2:31][OH:32]. (4) The reactants are: [CH2:1]([O:8][C:9](=[O:26])[C@@H:10]([NH2:25])[CH2:11][C:12]1[CH:17]=[CH:16][C:15]([C:18]2[CH:23]=[CH:22][CH:21]=[C:20]([Cl:24])[CH:19]=2)=[CH:14][CH:13]=1)[C:2]1[CH:7]=[CH:6][CH:5]=[CH:4][CH:3]=1.C(N(CC)CC)C.FC(F)(F)S(O[C@H:40]([CH3:46])[C:41]([O:43][CH2:44][CH3:45])=[O:42])(=O)=O. Given the product [CH2:1]([O:8][C:9](=[O:26])[C@@H:10]([NH:25][C@H:40]([C:41]([O:43][CH2:44][CH3:45])=[O:42])[CH3:46])[CH2:11][C:12]1[CH:17]=[CH:16][C:15]([C:18]2[CH:23]=[CH:22][CH:21]=[C:20]([Cl:24])[CH:19]=2)=[CH:14][CH:13]=1)[C:2]1[CH:3]=[CH:4][CH:5]=[CH:6][CH:7]=1, predict the reactants needed to synthesize it. (5) Given the product [CH3:32][O:3][C:4]1[CH:29]=[CH:28][C:27]([O:30][CH3:31])=[CH:26][C:5]=1[CH2:6][N:7]([C:11]1[CH:16]=[C:15]([F:17])[CH:14]=[CH:13][C:12]=1[O:18][C:19]1[CH:24]=[CH:23][C:22]([Br:25])=[CH:21][CH:20]=1)[C:8](=[O:10])[CH3:9], predict the reactants needed to synthesize it. The reactants are: [H-].[Na+].[OH:3][C:4]1[CH:29]=[CH:28][C:27]([O:30][CH3:31])=[CH:26][C:5]=1[CH2:6][N:7]([C:11]1[CH:16]=[C:15]([F:17])[CH:14]=[CH:13][C:12]=1[O:18][C:19]1[CH:24]=[CH:23][C:22]([Br:25])=[CH:21][CH:20]=1)[C:8](=[O:10])[CH3:9].[CH3:32]I. (6) Given the product [Cl:11][Si:12]([Cl:14])([Cl:13])[CH2:3][CH2:2][CH2:1][O:4][CH2:5][CH2:6][O:7][CH2:8][CH2:9][CH2:10][Si:12]([Cl:14])([Cl:13])[Cl:11], predict the reactants needed to synthesize it. The reactants are: [CH2:1]([O:4][CH2:5][CH2:6][O:7][CH2:8][CH:9]=[CH2:10])[CH:2]=[CH2:3].[Cl:11][SiH:12]([Cl:14])[Cl:13].